This data is from Reaction yield outcomes from USPTO patents with 853,638 reactions. The task is: Predict the reaction yield, written as a fraction of the theoretical maximum amount of product (1.0 means a 100% yield; for example, 0.34 means a 34% yield). (1) The reactants are C(OC([NH:8][S:9]([N:12]([C:18]1[CH:22]=[C:21]([C:23]2[CH:28]=[CH:27][CH:26]=[CH:25][CH:24]=2)[S:20][CH:19]=1)[CH2:13][C:14]([O:16][CH3:17])=[O:15])(=[O:11])=[O:10])=O)(C)(C)C.FC(F)(F)C(O)=O. The catalyst is ClCCl. The product is [C:23]1([C:21]2[S:20][CH:19]=[C:18]([N:12]([S:9](=[O:10])(=[O:11])[NH2:8])[CH2:13][C:14]([O:16][CH3:17])=[O:15])[CH:22]=2)[CH:28]=[CH:27][CH:26]=[CH:25][CH:24]=1. The yield is 1.00. (2) The reactants are [CH2:1]1[C:6](=O)[N:5]([Br:8])[C:3](=[O:4])C1.CNC(=O)[O-:12].[CH3:14][O:15][C:16]1[CH:17]=[CH:18][C:19]2[CH:20]([CH3:28])[CH:21]3[CH2:25][NH:24][CH2:23][CH:22]3[C:26]=2[CH:27]=1. The catalyst is CC#N.O.CCOC(C)=O. The product is [CH2:6]([NH:5][C:3](=[O:12])[O-:4])[CH3:1].[CH3:14][O:15][C:16]1[C:17]([Br:8])=[CH:18][C:19]2[CH:20]([CH3:28])[CH:21]3[CH2:25][NH:24][CH2:23][CH:22]3[C:26]=2[CH:27]=1. The yield is 0.940. (3) The reactants are C(OC([N:8]1[CH2:12][CH2:11][CH2:10][CH:9]1/[CH:13]=[CH:14]/[C:15]1[CH:25]=[CH:24][C:18]([C:19]([O:21][CH2:22][CH3:23])=[O:20])=[CH:17][CH:16]=1)=O)(C)(C)C.C(O)(C(F)(F)F)=O. The catalyst is C(Cl)Cl. The product is [NH:8]1[CH2:12][CH2:11][CH2:10][CH:9]1/[CH:13]=[CH:14]/[C:15]1[CH:25]=[CH:24][C:18]([C:19]([O:21][CH2:22][CH3:23])=[O:20])=[CH:17][CH:16]=1. The yield is 0.870. (4) The reactants are Cl.[NH:2]1[CH:6]=[C:5]([C:7]2[CH:15]=[CH:14][C:10]([C:11]([OH:13])=[O:12])=[CH:9][CH:8]=2)[N:4]=[CH:3]1.S(Cl)(Cl)=O.[CH3:20]O. No catalyst specified. The product is [NH:2]1[CH:6]=[C:5]([C:7]2[CH:8]=[CH:9][C:10]([C:11]([O:13][CH3:20])=[O:12])=[CH:14][CH:15]=2)[N:4]=[CH:3]1. The yield is 0.860. (5) The reactants are [CH:1]1([C:7]2[C:8]3[CH:29]=[CH:28][C:27]([C:30]([O:32]C)=[O:31])=[CH:26][C:9]=3[N:10]3[C:16]=2[C:15]2[CH:17]=[CH:18][CH:19]=[CH:20][C:14]=2[O:13][CH:12]([C:21](=[O:25])[N:22]([CH3:24])[CH3:23])[CH2:11]3)[CH2:6][CH2:5][CH2:4][CH2:3][CH2:2]1.[OH-].[Na+].Cl. The catalyst is O1CCCC1.CO. The product is [CH:1]1([C:7]2[C:8]3[CH:29]=[CH:28][C:27]([C:30]([OH:32])=[O:31])=[CH:26][C:9]=3[N:10]3[C:16]=2[C:15]2[CH:17]=[CH:18][CH:19]=[CH:20][C:14]=2[O:13][CH:12]([C:21](=[O:25])[N:22]([CH3:23])[CH3:24])[CH2:11]3)[CH2:6][CH2:5][CH2:4][CH2:3][CH2:2]1. The yield is 0.0940.